Dataset: Full USPTO retrosynthesis dataset with 1.9M reactions from patents (1976-2016). Task: Predict the reactants needed to synthesize the given product. (1) Given the product [OH:23][C:19]1[C:20]([CH3:22])=[CH:21][C:16]([CH:7]2[N:6]=[CH:5][C:4]3[C:9](=[CH:10][C:11]([O:13][CH3:14])=[CH:12][C:3]=3[O:2][CH3:1])[N:8]2[CH3:15])=[CH:17][C:18]=1[CH3:27], predict the reactants needed to synthesize it. The reactants are: [CH3:1][O:2][C:3]1[CH:12]=[C:11]([O:13][CH3:14])[CH:10]=[C:9]2[C:4]=1[C:5](=O)[N:6]=[C:7]([C:16]1[CH:21]=[C:20]([CH3:22])[C:19]([O:23]C(=O)C)=[C:18]([CH3:27])[CH:17]=1)[N:8]2[CH3:15].[OH-].[Na+]. (2) Given the product [CH3:1][N:2]1[C:6]2=[CH:7][N:8]=[CH:9][C:10]([C:11]3[CH:16]=[CH:15][C:14]([NH:17][C:19]([NH:18][C:21]4[CH:26]=[CH:25][CH:24]=[C:23]([C:27]([F:28])([F:29])[F:30])[CH:22]=4)=[O:20])=[CH:13][CH:12]=3)=[C:5]2[CH:4]=[N:3]1, predict the reactants needed to synthesize it. The reactants are: [CH3:1][N:2]1[C:6]2=[CH:7][N:8]=[CH:9][C:10]([C:11]3[CH:16]=[CH:15][C:14]([NH2:17])=[CH:13][CH:12]=3)=[C:5]2[CH:4]=[N:3]1.[N:18]([C:21]1[CH:26]=[CH:25][CH:24]=[C:23]([C:27]([F:30])([F:29])[F:28])[CH:22]=1)=[C:19]=[O:20]. (3) Given the product [OH:12][CH2:13][CH2:14][NH:15][C:16](=[O:34])[C:17]1[CH:22]=[CH:21][C:20]([O:23][CH2:24][CH2:25][CH2:26][CH:27]2[CH2:28][CH2:29][N:30]([C:2]3[CH:7]=[CH:6][C:5]([CH:8]([CH3:10])[CH3:9])=[CH:4][N:3]=3)[CH2:31][CH2:32]2)=[CH:19][C:18]=1[CH3:33], predict the reactants needed to synthesize it. The reactants are: Cl[C:2]1[CH:7]=[CH:6][C:5]([CH:8]([CH3:10])[CH3:9])=[CH:4][N:3]=1.Cl.[OH:12][CH2:13][CH2:14][NH:15][C:16](=[O:34])[C:17]1[CH:22]=[CH:21][C:20]([O:23][CH2:24][CH2:25][CH2:26][CH:27]2[CH2:32][CH2:31][NH:30][CH2:29][CH2:28]2)=[CH:19][C:18]=1[CH3:33].C1CCN2C(=NCCC2)CC1.O.